This data is from Full USPTO retrosynthesis dataset with 1.9M reactions from patents (1976-2016). The task is: Predict the reactants needed to synthesize the given product. Given the product [CH2:1]([N:8]1[C:16]2[C:11](=[CH:12][CH:13]=[C:14]([O:17][C:40]3[S:41][CH:42]=[CH:43][N:44]=3)[CH:15]=2)[C:10]([C:18]([NH:20][CH2:21][C:22]2[CH:27]=[CH:26][C:25]([F:28])=[C:24]([F:29])[CH:23]=2)=[O:19])=[C:9]1[CH:30]([CH3:32])[CH3:31])[C:2]1[CH:7]=[CH:6][CH:5]=[CH:4][CH:3]=1, predict the reactants needed to synthesize it. The reactants are: [CH2:1]([N:8]1[C:16]2[C:11](=[CH:12][CH:13]=[C:14]([OH:17])[CH:15]=2)[C:10]([C:18]([NH:20][CH2:21][C:22]2[CH:27]=[CH:26][C:25]([F:28])=[C:24]([F:29])[CH:23]=2)=[O:19])=[C:9]1[CH:30]([CH3:32])[CH3:31])[C:2]1[CH:7]=[CH:6][CH:5]=[CH:4][CH:3]=1.C([O-])([O-])=O.[K+].[K+].Br[C:40]1[S:41][CH:42]=[CH:43][N:44]=1.[OH-].[Na+].